Dataset: Peptide-MHC class I binding affinity with 185,985 pairs from IEDB/IMGT. Task: Regression. Given a peptide amino acid sequence and an MHC pseudo amino acid sequence, predict their binding affinity value. This is MHC class I binding data. (1) The peptide sequence is SQYYFSMLV. The MHC is HLA-A02:01 with pseudo-sequence HLA-A02:01. The binding affinity (normalized) is 0.764. (2) The peptide sequence is DLAQDPMLI. The MHC is HLA-B57:01 with pseudo-sequence HLA-B57:01. The binding affinity (normalized) is 0.0847. (3) The peptide sequence is YVVSRRGDL. The MHC is HLA-B15:17 with pseudo-sequence HLA-B15:17. The binding affinity (normalized) is 0.0847. (4) The peptide sequence is FLDDSNKRKV. The MHC is HLA-A02:01 with pseudo-sequence HLA-A02:01. The binding affinity (normalized) is 0.165. (5) The peptide sequence is LPGEVLLRF. The MHC is H-2-Ld with pseudo-sequence H-2-Ld. The binding affinity (normalized) is 0.339. (6) The peptide sequence is FPRYPLNVL. The MHC is HLA-B15:42 with pseudo-sequence HLA-B15:42. The binding affinity (normalized) is 0.213. (7) The peptide sequence is LAVAGVTLV. The MHC is H-2-Db with pseudo-sequence H-2-Db. The binding affinity (normalized) is 0.180. (8) The peptide sequence is ASMDNTSPM. The MHC is HLA-B45:06 with pseudo-sequence HLA-B45:06. The binding affinity (normalized) is 0.213.